This data is from Full USPTO retrosynthesis dataset with 1.9M reactions from patents (1976-2016). The task is: Predict the reactants needed to synthesize the given product. (1) Given the product [C:7]1([S:13]([CH2:16][CH2:17][S:18][C:20]2[C:29]([C:30]([NH:32][CH2:33][C:34]3[S:35][CH:36]=[CH:37][CH:38]=3)=[O:31])=[CH:28][C:27]3[C:22](=[CH:23][CH:24]=[CH:25][CH:26]=3)[N:21]=2)(=[O:15])=[O:14])[CH:8]=[CH:9][CH:10]=[CH:11][CH:12]=1, predict the reactants needed to synthesize it. The reactants are: CC([O-])(C)C.[K+].[C:7]1([S:13]([CH2:16][CH2:17][SH:18])(=[O:15])=[O:14])[CH:12]=[CH:11][CH:10]=[CH:9][CH:8]=1.Cl[C:20]1[C:29]([C:30]([NH:32][CH2:33][C:34]2[S:35][CH:36]=[CH:37][CH:38]=2)=[O:31])=[CH:28][C:27]2[C:22](=[CH:23][CH:24]=[CH:25][CH:26]=2)[N:21]=1.CCCCCC. (2) The reactants are: [CH3:1][C:2]1[CH:7]=[C:6]([NH2:8])[CH:5]=[CH:4][N:3]=1.C[Al](C)C.[Cl:13][C:14]1[CH:15]=[C:16]([N:21]2[C:25]([CH3:26])=[C:24]([C:27](OCC)=[O:28])[N:23]=[N:22]2)[CH:17]=[CH:18][C:19]=1[F:20]. Given the product [Cl:13][C:14]1[CH:15]=[C:16]([N:21]2[C:25]([CH3:26])=[C:24]([C:27]([NH:8][C:6]3[CH:5]=[CH:4][N:3]=[C:2]([CH3:1])[CH:7]=3)=[O:28])[N:23]=[N:22]2)[CH:17]=[CH:18][C:19]=1[F:20], predict the reactants needed to synthesize it.